Dataset: Forward reaction prediction with 1.9M reactions from USPTO patents (1976-2016). Task: Predict the product of the given reaction. (1) Given the reactants FC(F)(F)C(O)=O.[CH3:8][C:9]1[S:10][CH:11]=[C:12]([C:14]([N:16]2[CH2:21][C:20]3([CH2:26][CH2:25][N:24](C(OC(C)(C)C)=O)[CH2:23][CH2:22]3)[O:19][CH2:18][CH2:17]2)=[O:15])[N:13]=1.C(Cl)[Cl:35], predict the reaction product. The product is: [ClH:35].[CH3:8][C:9]1[S:10][CH:11]=[C:12]([C:14]([N:16]2[CH2:21][C:20]3([CH2:26][CH2:25][NH:24][CH2:23][CH2:22]3)[O:19][CH2:18][CH2:17]2)=[O:15])[N:13]=1. (2) Given the reactants [C:1](Cl)(=O)[C:2]([Cl:4])=[O:3].[CH3:7][S:8]([N:11]1[CH2:16][CH2:15][CH:14](/[CH:17]=C/C(O)=O)[CH2:13][CH2:12]1)(=[O:10])=[O:9], predict the reaction product. The product is: [CH3:7][S:8]([N:11]1[CH2:12][CH2:13][CH:14](/[CH:17]=[CH:1]/[C:2]([Cl:4])=[O:3])[CH2:15][CH2:16]1)(=[O:10])=[O:9].